Dataset: Forward reaction prediction with 1.9M reactions from USPTO patents (1976-2016). Task: Predict the product of the given reaction. (1) Given the reactants [NH2:1][C:2]1[CH:25]=[CH:24][C:5]([O:6][C:7]2[C:16]3[C:11](=[CH:12][C:13]([O:19][CH2:20][CH2:21][O:22][CH3:23])=[C:14]([C:17]#[N:18])[CH:15]=3)[N:10]=[CH:9][CH:8]=2)=[CH:4][CH:3]=1.[CH3:26][C:27]1[CH:31]=[C:30]([NH:32][C:33](=O)[O:34]C2C=CC=CC=2)[O:29][N:28]=1.C(N(C(C)C)CC)(C)C, predict the reaction product. The product is: [C:17]([C:14]1[CH:15]=[C:16]2[C:11](=[CH:12][C:13]=1[O:19][CH2:20][CH2:21][O:22][CH3:23])[N:10]=[CH:9][CH:8]=[C:7]2[O:6][C:5]1[CH:4]=[CH:3][C:2]([NH:1][C:33]([NH:32][C:30]2[O:29][N:28]=[C:27]([CH3:26])[CH:31]=2)=[O:34])=[CH:25][CH:24]=1)#[N:18]. (2) Given the reactants [CH3:1][S:2]([C:5]1[CH:10]=[CH:9][C:8]([OH:11])=[CH:7][CH:6]=1)(=[O:4])=[O:3].C(=O)([O-])[O-].[Cs+].[Cs+].[C:18]([N:21]1[CH2:25][CH:24]([CH3:26])[CH2:23][CH:22]1[C:27]1[C:32](F)=[CH:31][C:30]([NH:34][C:35]([C:37]2[CH:42]=[CH:41][CH:40]=[CH:39][N:38]=2)=O)=[C:29]([N+:43]([O-])=O)[CH:28]=1)(=[O:20])[CH3:19].O.O.[Sn](Cl)(Cl)(Cl)Cl, predict the reaction product. The product is: [C:18]([N:21]1[CH2:25][CH:24]([CH3:26])[CH2:23][CH:22]1[C:27]1[C:32]([O:11][C:8]2[CH:9]=[CH:10][C:5]([S:2]([CH3:1])(=[O:3])=[O:4])=[CH:6][CH:7]=2)=[CH:31][C:30]2[N:34]=[C:35]([C:37]3[CH:42]=[CH:41][CH:40]=[CH:39][N:38]=3)[NH:43][C:29]=2[CH:28]=1)(=[O:20])[CH3:19]. (3) Given the reactants [CH:1]([C:3]1[CH:8]=[CH:7][C:6]([C:9]2[CH:14]=[CH:13][C:12]([C:15]([OH:17])=O)=[C:11]([N+:18]([O-:20])=[O:19])[CH:10]=2)=[CH:5][CH:4]=1)=[CH2:2].[N:21]1([CH2:26][C:27]2[CH:32]=[CH:31][C:30]([CH2:33][CH2:34][NH2:35])=[CH:29][CH:28]=2)[CH2:25][CH2:24][CH2:23][CH2:22]1, predict the reaction product. The product is: [N:21]1([CH2:26][C:27]2[CH:32]=[CH:31][C:30]([CH2:33][CH2:34][NH:35][C:15]([C:12]3[CH:13]=[CH:14][C:9]([C:6]4[CH:5]=[CH:4][C:3]([CH:1]=[CH2:2])=[CH:8][CH:7]=4)=[CH:10][C:11]=3[N+:18]([O-:20])=[O:19])=[O:17])=[CH:29][CH:28]=2)[CH2:25][CH2:24][CH2:23][CH2:22]1. (4) Given the reactants [Br:1][C:2]1[N:7]=[C:6]([C:8](Cl)=[O:9])[CH:5]=[CH:4][CH:3]=1.[C:11]([C:13]([C:16]1[CH:17]=[C:18]([CH:44]=[CH:45][CH:46]=1)[C:19]([NH:21][C:22]1[CH:27]=[CH:26][C:25]([CH3:28])=[C:24]([NH:29]C(C2N=C(N3CCOCC3)N=CC=2)=O)[CH:23]=1)=[O:20])([CH3:15])[CH3:14])#[N:12].C(N(CC)CC)C, predict the reaction product. The product is: [Br:1][C:2]1[N:7]=[C:6]([C:8]([NH:29][C:24]2[CH:23]=[C:22]([NH:21][C:19](=[O:20])[C:18]3[CH:44]=[CH:45][CH:46]=[C:16]([C:13]([C:11]#[N:12])([CH3:14])[CH3:15])[CH:17]=3)[CH:27]=[CH:26][C:25]=2[CH3:28])=[O:9])[CH:5]=[CH:4][CH:3]=1. (5) Given the reactants [Cl:1][C:2]1[C:15]2[C:6](=[C:7]([C:16]([OH:18])=[O:17])[C:8]3[C:13]([CH:14]=2)=[CH:12][CH:11]=[CH:10][CH:9]=3)[C:5]([C:19](O)=[O:20])=[CH:4][CH:3]=1.C(OC(=O)C)(=O)C, predict the reaction product. The product is: [Cl:1][C:2]1[CH:3]=[CH:4][C:5]2[C:19](=[O:20])[O:18][C:16](=[O:17])[C:7]3=[C:8]4[C:13](=[CH:14][C:15]=1[C:6]=23)[CH:12]=[CH:11][CH:10]=[CH:9]4. (6) Given the reactants [CH3:1][C:2]([CH3:11])=[CH:3][CH2:4][CH2:5][C:6]([OH:10])([C:8]#[CH:9])[CH3:7], predict the reaction product. The product is: [C:8]([C:6]1([CH3:7])[CH2:5][CH2:4][CH2:3][C:2]([CH3:11])([CH3:1])[O:10]1)#[CH:9].